This data is from Forward reaction prediction with 1.9M reactions from USPTO patents (1976-2016). The task is: Predict the product of the given reaction. (1) The product is: [CH:8](=[N:7][CH:1]1[CH2:6][CH2:5][CH2:4][CH2:3][CH2:2]1)[CH3:9]. Given the reactants [CH:1]1([NH2:7])[CH2:6][CH2:5][CH2:4][CH2:3][CH2:2]1.[CH:8](=O)[CH3:9], predict the reaction product. (2) The product is: [F:1][C:2]1[CH:3]=[CH:4][C:5]([CH2:8][O:9][C:10]2[CH:19]=[CH:18][C:17](/[CH:20]=[CH:21]\[CH2:22][N:24]3[CH2:29][CH2:28][O:27][CH2:26][CH2:25]3)=[CH:16][C:11]=2[C:12]([O:14][CH3:15])=[O:13])=[CH:6][CH:7]=1. Given the reactants [F:1][C:2]1[CH:7]=[CH:6][C:5]([CH2:8][O:9][C:10]2[CH:19]=[CH:18][C:17](/[CH:20]=[CH:21]\[CH:22]=O)=[CH:16][C:11]=2[C:12]([O:14][CH3:15])=[O:13])=[CH:4][CH:3]=1.[NH:24]1[CH2:29][CH2:28][O:27][CH2:26][CH2:25]1.C(O)(=O)C.C(O[BH-](OC(=O)C)OC(=O)C)(=O)C.[Na+].C([O-])(O)=O.[Na+], predict the reaction product.